The task is: Predict the reactants needed to synthesize the given product.. This data is from Full USPTO retrosynthesis dataset with 1.9M reactions from patents (1976-2016). (1) Given the product [Br:1][C:2]1[CH:3]=[C:4]([CH:15]=[CH:16][CH:17]=1)[CH2:5][C:6]1[O:10][C:9]([CH2:11][OH:12])=[CH:8][CH:7]=1, predict the reactants needed to synthesize it. The reactants are: [Br:1][C:2]1[CH:3]=[C:4]([CH:15]=[CH:16][CH:17]=1)[CH2:5][C:6]1[O:10][C:9]([C:11](OC)=[O:12])=[CH:8][CH:7]=1.[AlH4-].[Li+].CCOCC.[O-]S([O-])(=O)=O.[Na+].[Na+]. (2) Given the product [Cl:1][C:2]1[CH:3]=[C:4]([N:8]([CH3:26])[C:9]2[N:14]=[C:13]([C:15]3[CH:16]=[CH:17][N:18]=[C:33]([CH2:32][O:31][CH3:28])[CH:20]=3)[CH:12]=[CH:11][N:10]=2)[CH:5]=[CH:6][CH:7]=1, predict the reactants needed to synthesize it. The reactants are: [Cl:1][C:2]1[CH:3]=[C:4]([NH:8][C:9]2[N:14]=[C:13]([C:15]3[CH:20]=C[N:18]=[C:17](CO)[CH:16]=3)[CH:12]=[CH:11][N:10]=2)[CH:5]=[CH:6][CH:7]=1.[H-].[Na+].I[CH3:26].O.[C:28]([O:31][CH2:32][CH3:33])(=O)C. (3) Given the product [C:13]([O:17][C:18]([N:20]1[CH2:24][CH2:23][CH:22]([C:12]2[NH:2][C:3](=[O:11])[C:4]3[C:5]([CH:10]=2)=[CH:6][CH:7]=[CH:8][CH:9]=3)[CH2:21]1)=[O:19])([CH3:16])([CH3:14])[CH3:15], predict the reactants needed to synthesize it. The reactants are: C[N:2]([CH3:12])[C:3](=[O:11])[C:4]1[CH:9]=[CH:8][CH:7]=[CH:6][C:5]=1[CH3:10].[C:13]([O:17][C:18]([N:20]1[CH2:24][CH2:23][CH:22](C#N)[CH2:21]1)=[O:19])([CH3:16])([CH3:15])[CH3:14]. (4) Given the product [CH3:25][O:24][C:20]1[CH:19]=[C:18]2[C:23](=[CH:22][CH:21]=1)[CH:7]([C:6]1[CH:26]=[CH:27][C:3]([O:2][CH3:1])=[CH:4][CH:5]=1)[N:9]([C:10]1[CH:15]=[CH:14][CH:13]=[CH:12][CH:11]=1)[CH2:16][CH2:17]2, predict the reactants needed to synthesize it. The reactants are: [CH3:1][O:2][C:3]1[CH:27]=[CH:26][C:6]([C:7]([N:9]([CH2:16][CH2:17][C:18]2[CH:23]=[CH:22][CH:21]=[C:20]([O:24][CH3:25])[CH:19]=2)[C:10]2[CH:15]=[CH:14][CH:13]=[CH:12][CH:11]=2)=O)=[CH:5][CH:4]=1.[BH4-].[Na+]. (5) The reactants are: [H-].[Na+].[CH3:3][S:4]([NH2:7])(=[O:6])=[O:5].[Cl:8][C:9]1[CH:10]=[C:11]2[C:16](=[C:17]([C:19](O)=[O:20])[CH:18]=1)[NH:15][CH:14]([C:22]1[CH:27]=[CH:26][CH:25]=[C:24]([N:28]3[CH2:33][CH2:32][O:31][CH2:30][CH2:29]3)[CH:23]=1)[C:13]([CH3:35])([CH3:34])[CH2:12]2.C(N1C=CN=C1)(N1C=CN=C1)=O. Given the product [Cl:8][C:9]1[CH:10]=[C:11]2[C:16](=[C:17]([C:19]([NH:7][S:4]([CH3:3])(=[O:6])=[O:5])=[O:20])[CH:18]=1)[NH:15][CH:14]([C:22]1[CH:27]=[CH:26][CH:25]=[C:24]([N:28]3[CH2:33][CH2:32][O:31][CH2:30][CH2:29]3)[CH:23]=1)[C:13]([CH3:35])([CH3:34])[CH2:12]2, predict the reactants needed to synthesize it. (6) Given the product [NH2:1][C:2]1[N:10]=[CH:9][N:8]=[C:7]2[C:3]=1[N:4]([C:36]1[CH:37]=[CH:38][C:39]([CH3:40])=[C:34]([O:33][CH3:32])[CH:35]=1)[C:5](=[O:31])[N:6]2[C:11]1[CH:12]=[CH:13][C:14]([O:26][CH2:27][CH2:28][O:29][CH3:30])=[C:15]([N:17]([CH3:25])[C:18](=[O:24])[O:19][C:20]([CH3:21])([CH3:22])[CH3:23])[CH:16]=1, predict the reactants needed to synthesize it. The reactants are: [NH2:1][C:2]1[N:10]=[CH:9][N:8]=[C:7]2[C:3]=1[NH:4][C:5](=[O:31])[N:6]2[C:11]1[CH:12]=[CH:13][C:14]([O:26][CH2:27][CH2:28][O:29][CH3:30])=[C:15]([N:17]([CH3:25])[C:18](=[O:24])[O:19][C:20]([CH3:23])([CH3:22])[CH3:21])[CH:16]=1.[CH3:32][O:33][C:34]1[CH:35]=[C:36](B(O)O)[CH:37]=[CH:38][C:39]=1[CH3:40].N1C=CC=CC=1. (7) Given the product [CH3:1][C@:2]12[C@@:19]3([CH3:20])[C@@H:10]([C@:11]4([CH3:31])[C@@H:16]([CH2:17][CH2:18]3)[C:15]([CH3:21])([CH3:22])[C:14]([O:23][S:24]([C:27]([F:30])([F:28])[F:29])(=[O:26])=[O:25])=[CH:13][CH2:12]4)[CH2:9][CH2:8][C@@H:7]1[C@H:6]1[C@H:32]([C:35]([CH3:37])=[CH2:36])[CH2:33][CH2:34][C@:5]1([C:38]([OH:40])=[O:39])[CH2:4][CH2:3]2, predict the reactants needed to synthesize it. The reactants are: [CH3:1][C@:2]12[C@@:19]3([CH3:20])[C@@H:10]([C@:11]4([CH3:31])[C@@H:16]([CH2:17][CH2:18]3)[C:15]([CH3:22])([CH3:21])[C:14]([O:23][S:24]([C:27]([F:30])([F:29])[F:28])(=[O:26])=[O:25])=[CH:13][CH2:12]4)[CH2:9][CH2:8][C@@H:7]1[C@H:6]1[C@H:32]([C:35]([CH3:37])=[CH2:36])[CH2:33][CH2:34][C@:5]1([C:38]([O:40]CC1C=CC=CC=1)=[O:39])[CH2:4][CH2:3]2. (8) The reactants are: C[O:2][C:3](=[O:35])[C@@H:4]([NH:14][C:15]([C:17]1[S:18][C:19]([C:24](=[O:34])[NH:25][CH2:26][C:27]2[CH:32]=[CH:31][CH:30]=[C:29]([OH:33])[CH:28]=2)=[CH:20][C:21]=1[CH2:22][CH3:23])=[O:16])[CH2:5][NH:6][C:7]([C:9]1[S:10][CH:11]=[CH:12][CH:13]=1)=[O:8].O.[OH-].[Li+].Cl. Given the product [CH2:22]([C:21]1[CH:20]=[C:19]([C:24](=[O:34])[NH:25][CH2:26][C:27]2[CH:32]=[CH:31][CH:30]=[C:29]([OH:33])[CH:28]=2)[S:18][C:17]=1[C:15]([NH:14][C@@H:4]([CH2:5][NH:6][C:7]([C:9]1[S:10][CH:11]=[CH:12][CH:13]=1)=[O:8])[C:3]([OH:35])=[O:2])=[O:16])[CH3:23], predict the reactants needed to synthesize it. (9) Given the product [CH3:1][C:2]1[CH:11]=[CH:10][C:5]([C:6]([OH:8])=[O:7])=[CH:4][C:3]=1[C:12]1[NH:16][C:15]2[CH2:17][O:18][CH2:19][CH2:20][C:14]=2[N:13]=1, predict the reactants needed to synthesize it. The reactants are: [CH3:1][C:2]1[CH:11]=[CH:10][C:5]([C:6]([O:8]C)=[O:7])=[CH:4][C:3]=1[C:12]1[NH:16][C:15]2[CH2:17][O:18][CH2:19][CH2:20][C:14]=2[N:13]=1.[OH-].[Na+].